From a dataset of Forward reaction prediction with 1.9M reactions from USPTO patents (1976-2016). Predict the product of the given reaction. (1) Given the reactants [CH:1]1[C:2]([C:10]([O:12][CH2:13][CH3:14])=[O:11])=[CH:3][N:4]2[C:9]=1[CH:8]=[CH:7][CH:6]=[CH:5]2.F[B-](F)(F)F.C1(P(C2CCCC2)C2CCCC2)CCCC1.C([O-])([O-])=O.[Cs+].[Cs+].Cl[C:43]1[CH:48]=[CH:47][CH:46]=[CH:45][C:44]=1[F:49], predict the reaction product. The product is: [F:49][C:44]1[CH:45]=[CH:46][CH:47]=[CH:48][C:43]=1[C:3]1[N:4]2[C:9]([CH:8]=[CH:7][CH:6]=[CH:5]2)=[CH:1][C:2]=1[C:10]([O:12][CH2:13][CH3:14])=[O:11]. (2) Given the reactants [O:1]=[C:2]([CH2:13][CH2:14][CH2:15][CH2:16][CH2:17][CH2:18][C:19]([O:21][CH3:22])=[O:20])[CH2:3][C:4]([O:6][C@@H:7]([CH3:12])[CH2:8][C@@H:9]([OH:11])[CH3:10])=[O:5].C[N+]1([O-])CCOCC1, predict the reaction product. The product is: [O:1]=[C:2]([CH2:13][CH2:14][CH2:15][CH2:16][CH2:17][CH2:18][C:19]([O:21][CH3:22])=[O:20])[CH2:3][C:4]([O:6][C@@H:7]([CH3:12])[CH2:8][C:9](=[O:11])[CH3:10])=[O:5].